This data is from Reaction yield outcomes from USPTO patents with 853,638 reactions. The task is: Predict the reaction yield, written as a fraction of the theoretical maximum amount of product (1.0 means a 100% yield; for example, 0.34 means a 34% yield). (1) The reactants are [Cl:1][C:2]1[C:3]([N:8]2[CH2:13][CH2:12][N:11]([CH2:14][C:15]3[CH:16]=[N:17][N:18]([CH3:21])[C:19]=3[CH3:20])[CH2:10][CH2:9]2)=[N:4][CH:5]=[CH:6][N:7]=1.[C:22](=O)([O-])[O-].[K+].[K+].[S:28](=[N:31][CH2:32][CH2:33][C:34]1[CH:39]=[CH:38][C:37](B(O)O)=[CH:36][CH:35]=1)(=[O:30])=[O:29].Cl. The catalyst is CN(C)C(=O)C.C(#N)C.C1C=CC([P]([Pd]([P](C2C=CC=CC=2)(C2C=CC=CC=2)C2C=CC=CC=2)([P](C2C=CC=CC=2)(C2C=CC=CC=2)C2C=CC=CC=2)[P](C2C=CC=CC=2)(C2C=CC=CC=2)C2C=CC=CC=2)(C2C=CC=CC=2)C2C=CC=CC=2)=CC=1.O. The product is [ClH:1].[CH3:21][N:18]1[C:19]([CH3:20])=[C:15]([CH2:14][N:11]2[CH2:12][CH2:13][N:8]([C:3]3[C:2]([C:37]4[CH:38]=[CH:39][C:34]([CH2:33][CH2:32][NH:31][S:28]([CH3:22])(=[O:30])=[O:29])=[CH:35][CH:36]=4)=[N:7][CH:6]=[CH:5][N:4]=3)[CH2:9][CH2:10]2)[CH:16]=[N:17]1. The yield is 0.710. (2) The reactants are [C:1]([N:4]1[CH2:12][CH2:11][CH:7]([C:8](Cl)=[O:9])[CH2:6][CH2:5]1)(=[O:3])[CH3:2].[Cl-].[Cl-].[Cl-].[Al+3].[F:17][C:18]1[CH:23]=[CH:22][CH:21]=[CH:20][CH:19]=1. No catalyst specified. The product is [F:17][C:18]1[CH:23]=[CH:22][C:21]([C:8]([CH:7]2[CH2:11][CH2:12][N:4]([C:1](=[O:3])[CH3:2])[CH2:5][CH2:6]2)=[O:9])=[CH:20][CH:19]=1. The yield is 0.500. (3) The reactants are CC(C)([O-])C.[Na+].Br[C:8]1[S:12][C:11]([C:13]([O:15][CH2:16][CH3:17])=[O:14])=[CH:10][CH:9]=1.[CH2:18]([N:20]1[CH2:25][CH2:24][NH:23][CH2:22][CH2:21]1)[CH3:19].C1(P(C2C=CC=CC=2)C2C=CC3C(=CC=CC=3)C=2C2C3C(=CC=CC=3)C=CC=2P(C2C=CC=CC=2)C2C=CC=CC=2)C=CC=CC=1. The catalyst is C1(C)C=CC=CC=1.CO.C1C=CC(/C=C/C(/C=C/C2C=CC=CC=2)=O)=CC=1.C1C=CC(/C=C/C(/C=C/C2C=CC=CC=2)=O)=CC=1.C1C=CC(/C=C/C(/C=C/C2C=CC=CC=2)=O)=CC=1.[Pd].[Pd]. The product is [CH2:18]([N:20]1[CH2:25][CH2:24][N:23]([C:8]2[S:12][C:11]([C:13]([O:15][CH2:16][CH3:17])=[O:14])=[CH:10][CH:9]=2)[CH2:22][CH2:21]1)[CH3:19]. The yield is 0.320. (4) The reactants are [C:1]([C:4]1[CH:5]=[C:6]([CH:17]=[CH:18][CH:19]=1)[O:7][C:8]1[CH:13]=[CH:12][C:11]([N+:14]([O-])=O)=[CH:10][CH:9]=1)([OH:3])=[O:2]. The catalyst is CO.[Pd]. The product is [C:1]([C:4]1[CH:5]=[C:6]([CH:17]=[CH:18][CH:19]=1)[O:7][C:8]1[CH:13]=[CH:12][C:11]([NH2:14])=[CH:10][CH:9]=1)([OH:3])=[O:2]. The yield is 0.480. (5) The catalyst is CCOC(C)=O.[OH-].[Pd+2].[OH-]. The reactants are [F:1][C:2]1[CH:7]=[C:6]([F:8])[C:5]([N+:9]([O-])=O)=[CH:4][C:3]=1[OH:12]. The yield is 0.960. The product is [NH2:9][C:5]1[C:6]([F:8])=[CH:7][C:2]([F:1])=[C:3]([OH:12])[CH:4]=1. (6) The reactants are [Cl:1][C:2]1[CH:7]=[C:6]([Cl:8])[CH:5]=[CH:4][C:3]=1[C:9]1[N:10]=[C:11]([CH:18]=[C:19]2[C:31]3[CH:30]=[CH:29][CH:28]=[CH:27][C:26]=3[C:25]3[C:20]2=[CH:21][CH:22]=[CH:23][CH:24]=3)[N:12]([CH2:14][C:15]([OH:17])=O)[CH:13]=1.[CH3:32][CH:33]([NH2:44])[C:34]1[C:43]2[C:38](=[CH:39][CH:40]=[CH:41][CH:42]=2)[CH:37]=[CH:36][CH:35]=1. No catalyst specified. The product is [Cl:1][C:2]1[CH:7]=[C:6]([Cl:8])[CH:5]=[CH:4][C:3]=1[C:9]1[N:10]=[C:11]([CH:18]=[C:19]2[C:20]3[CH:21]=[CH:22][CH:23]=[CH:24][C:25]=3[C:26]3[C:31]2=[CH:30][CH:29]=[CH:28][CH:27]=3)[N:12]([CH2:14][C:15]([NH:44][CH:33]([C:34]2[C:43]3[C:38](=[CH:39][CH:40]=[CH:41][CH:42]=3)[CH:37]=[CH:36][CH:35]=2)[CH3:32])=[O:17])[CH:13]=1. The yield is 0.880. (7) The reactants are [CH:1]1([CH:7]([NH:19][C:20]2[CH:21]=[CH:22][C:23]([C:26]([N:28]([CH3:36])[CH2:29][CH2:30][C:31]([O:33]CC)=[O:32])=[O:27])=[N:24][CH:25]=2)[C:8]2[O:9][C:10]3[CH:17]=[CH:16][C:15]([F:18])=[CH:14][C:11]=3[C:12]=2[CH3:13])[CH2:6][CH2:5][CH2:4][CH2:3][CH2:2]1.O1CCCC1.[OH-].[Na+]. The catalyst is C(O)C. The product is [CH:1]1([CH:7]([NH:19][C:20]2[CH:21]=[CH:22][C:23]([C:26]([N:28]([CH3:36])[CH2:29][CH2:30][C:31]([OH:33])=[O:32])=[O:27])=[N:24][CH:25]=2)[C:8]2[O:9][C:10]3[CH:17]=[CH:16][C:15]([F:18])=[CH:14][C:11]=3[C:12]=2[CH3:13])[CH2:6][CH2:5][CH2:4][CH2:3][CH2:2]1. The yield is 0.870.